This data is from Forward reaction prediction with 1.9M reactions from USPTO patents (1976-2016). The task is: Predict the product of the given reaction. (1) Given the reactants [CH3:1][O:2][C:3](=[O:14])[C:4]1[C:9]([N+:10]([O-:12])=[O:11])=[CH:8][CH:7]=[CH:6][C:5]=1[CH3:13].[Br:15]N1C(C)(C)C(=O)N(Br)C1=O.N(C(C)(C)C#N)=NC(C)(C)C#N.CCCCCCC, predict the reaction product. The product is: [CH3:1][O:2][C:3](=[O:14])[C:4]1[C:9]([N+:10]([O-:12])=[O:11])=[CH:8][CH:7]=[CH:6][C:5]=1[CH2:13][Br:15]. (2) Given the reactants [CH2:1]([NH:5][C:6]1[CH:7]=[C:8]([OH:12])[CH:9]=[CH:10][CH:11]=1)[CH2:2][CH2:3][CH3:4].Br[CH2:14][CH2:15][OH:16].C([O-])(O)=O.[Na+], predict the reaction product. The product is: [CH2:1]([N:5]([C:6]1[CH:7]=[C:8]([OH:12])[CH:9]=[CH:10][CH:11]=1)[CH2:14][CH2:15][OH:16])[CH2:2][CH2:3][CH3:4].